The task is: Predict the product of the given reaction.. This data is from Forward reaction prediction with 1.9M reactions from USPTO patents (1976-2016). (1) The product is: [NH2:1][C:2]1[N:3]=[C:4]([NH:17][CH:18]2[CH2:23][CH2:22][N:21]([S:24]([CH2:27][CH2:28][CH2:29][N:35]3[CH2:36][CH2:37][CH:32]([CH3:31])[CH2:33][CH2:34]3)(=[O:26])=[O:25])[CH2:20][CH2:19]2)[S:5][C:6]=1[C:7]([C:9]1[C:14]([F:15])=[CH:13][CH:12]=[CH:11][C:10]=1[F:16])=[O:8]. Given the reactants [NH2:1][C:2]1[N:3]=[C:4]([NH:17][CH:18]2[CH2:23][CH2:22][N:21]([S:24]([CH2:27][CH2:28][CH2:29]I)(=[O:26])=[O:25])[CH2:20][CH2:19]2)[S:5][C:6]=1[C:7]([C:9]1[C:14]([F:15])=[CH:13][CH:12]=[CH:11][C:10]=1[F:16])=[O:8].[CH3:31][CH:32]1[CH2:37][CH2:36][NH:35][CH2:34][CH2:33]1, predict the reaction product. (2) Given the reactants [CH2:1]([O:3][C:4](=[O:22])[CH:5]=[CH:6][C@H:7]1[CH2:12][CH2:11][C:10]([F:14])([F:13])[CH2:9][N:8]1[C:15]([O:17][C:18]([CH3:21])([CH3:20])[CH3:19])=[O:16])[CH3:2], predict the reaction product. The product is: [CH2:1]([O:3][C:4](=[O:22])[CH2:5][CH2:6][C@H:7]1[CH2:12][CH2:11][C:10]([F:14])([F:13])[CH2:9][N:8]1[C:15]([O:17][C:18]([CH3:21])([CH3:20])[CH3:19])=[O:16])[CH3:2]. (3) The product is: [CH2:7]([C:8]([N:1]1[CH2:5][CH2:4][CH2:3][CH2:2]1)([CH2:9][CH3:10])[C:17]#[N:18])[CH3:6]. Given the reactants [NH:1]1[CH2:5][CH2:4][CH2:3][CH2:2]1.[CH3:6][CH2:7][C:8](=O)[CH2:9][CH3:10].[C-]#N.[K+].CC(N1CCCC1)(C)[C:17]#[N:18], predict the reaction product. (4) Given the reactants [NH2:1][C:2]1[C:7]([CH:8]=[O:9])=[C:6]([CH:10]2[CH2:12][CH2:11]2)[N:5]=[C:4](Cl)[CH:3]=1.[CH3:14][N:15]1[C:19](B2OC(C)(C)C(C)(C)O2)=[CH:18][CH:17]=[N:16]1.C1(P(C2CCCCC2)C2CCCCC2)CCCCC1.P([O-])([O-])([O-])=O.[K+].[K+].[K+], predict the reaction product. The product is: [NH2:1][C:2]1[C:7]([CH:8]=[O:9])=[C:6]([CH:10]2[CH2:12][CH2:11]2)[N:5]=[C:4]([C:19]2[N:15]([CH3:14])[N:16]=[CH:17][CH:18]=2)[CH:3]=1. (5) Given the reactants [Br:1][C:2]1[C:3]([O:23][CH3:24])=[C:4]([C:9]([CH2:12][S:13]([C:16]2[CH:21]=[CH:20][CH:19]=[CH:18][C:17]=2Br)(=[O:15])=[O:14])=[CH:10][CH:11]=1)[C:5]([O:7][CH3:8])=[O:6].C([Sn](CCCC)(CCCC)/[CH:30]=[CH:31]\[CH2:32][OH:33])CCC, predict the reaction product. The product is: [Br:1][C:2]1[C:3]([O:23][CH3:24])=[C:4]([C:9]([CH2:12][S:13]([C:16]2[CH:21]=[CH:20][CH:19]=[CH:18][C:17]=2[CH:30]=[CH:31][CH2:32][OH:33])(=[O:15])=[O:14])=[CH:10][CH:11]=1)[C:5]([O:7][CH3:8])=[O:6]. (6) Given the reactants Br[C:2]1[C:11]2[C:6](=[CH:7][CH:8]=[CH:9][C:10]=2[N+:12]([O-:14])=[O:13])[CH:5]=[N:4][CH:3]=1.[CH3:15][O:16][C:17]1[C:18]([O:34][CH2:35][O:36][CH3:37])=[C:19](B2OC(C)(C)C(C)(C)O2)[CH:20]=[CH:21][C:22]=1[O:23][CH3:24].[OH-].[K+], predict the reaction product. The product is: [CH3:15][O:16][C:17]1[C:18]([O:34][CH2:35][O:36][CH3:37])=[C:19]([C:2]2[C:11]3[C:6](=[CH:7][CH:8]=[CH:9][C:10]=3[N+:12]([O-:14])=[O:13])[CH:5]=[N:4][CH:3]=2)[CH:20]=[CH:21][C:22]=1[O:23][CH3:24]. (7) Given the reactants [NH2:1][C@H:2]([C:6]1[CH:11]=[CH:10][C:9]([Cl:12])=[CH:8][CH:7]=1)[CH2:3][CH2:4][OH:5].[C:13]([O:17][C:18]([NH:20][C:21]1([C:39](O)=[O:40])[CH2:26][CH2:25][N:24]([C:27]2[C:28]3[C:35]([CH:36]4[CH2:38][CH2:37]4)=[CH:34][NH:33][C:29]=3[N:30]=[CH:31][N:32]=2)[CH2:23][CH2:22]1)=[O:19])([CH3:16])([CH3:15])[CH3:14].CCN(C(C)C)C(C)C.F[P-](F)(F)(F)(F)F.N1(OC(N(C)C)=[N+](C)C)C2N=CC=CC=2N=N1, predict the reaction product. The product is: [Cl:12][C:9]1[CH:8]=[CH:7][C:6]([C@@H:2]([NH:1][C:39]([C:21]2([NH:20][C:18](=[O:19])[O:17][C:13]([CH3:15])([CH3:14])[CH3:16])[CH2:22][CH2:23][N:24]([C:27]3[C:28]4[C:35]([CH:36]5[CH2:37][CH2:38]5)=[CH:34][NH:33][C:29]=4[N:30]=[CH:31][N:32]=3)[CH2:25][CH2:26]2)=[O:40])[CH2:3][CH2:4][OH:5])=[CH:11][CH:10]=1. (8) Given the reactants [C:1]([C:5]1[CH:13]=[CH:12][C:8]([C:9](Cl)=[O:10])=[CH:7][CH:6]=1)([CH3:4])([CH3:3])[CH3:2].[NH2:14][C:15]1[C:31]([CH3:32])=[CH:30][CH:29]=[CH:28][C:16]=1[C:17]([NH:19][C:20]1[CH:25]=[CH:24][C:23]([O:26][CH3:27])=[CH:22][CH:21]=1)=[O:18], predict the reaction product. The product is: [C:1]([C:5]1[CH:13]=[CH:12][C:8]([C:9]([NH:14][C:15]2[C:31]([CH3:32])=[CH:30][CH:29]=[CH:28][C:16]=2[C:17]([NH:19][C:20]2[CH:25]=[CH:24][C:23]([O:26][CH3:27])=[CH:22][CH:21]=2)=[O:18])=[O:10])=[CH:7][CH:6]=1)([CH3:4])([CH3:3])[CH3:2].